This data is from Forward reaction prediction with 1.9M reactions from USPTO patents (1976-2016). The task is: Predict the product of the given reaction. (1) Given the reactants CO[C:3]([C:5]1[NH:6][C:7]2[C:12]([CH:13]=1)=[CH:11][CH:10]=[C:9]([N+:14]([O-:16])=[O:15])[CH:8]=2)=[O:4].[CH3:17][N:18]([CH3:22])[CH2:19][CH2:20][NH2:21], predict the reaction product. The product is: [CH3:17][N:18]([CH3:22])[CH2:19][CH2:20][NH:21][C:3]([C:5]1[NH:6][C:7]2[C:12]([CH:13]=1)=[CH:11][CH:10]=[C:9]([N+:14]([O-:16])=[O:15])[CH:8]=2)=[O:4]. (2) Given the reactants [C:1]1([C:11]2[CH:27]=[CH:26][CH:25]=[CH:24][C:12]=2[CH2:13][N:14]2[CH:19]=[CH:18][CH:17]=[C:16]([C:20](O)=[O:21])[C:15]2=[O:23])[C:10]2[C:5](=[CH:6][CH:7]=[CH:8][CH:9]=2)[CH:4]=[CH:3][CH:2]=1.[NH2:28][C@@H:29]([CH2:37][CH2:38][CH2:39][NH:40][C:41]([NH:43][S:44]([C:47]1[C:48]([CH3:61])=[C:49]2[C:54](=[C:55]([CH3:58])[C:56]=1[CH3:57])[O:53][C:52]([CH3:60])([CH3:59])[CH2:51][CH2:50]2)(=[O:46])=[O:45])=[NH:42])[C:30]([O:32][C:33]([CH3:36])([CH3:35])[CH3:34])=[O:31].CN(C(ON1N=NC2C=CC=CC1=2)=[N+](C)C)C.F[P-](F)(F)(F)(F)F.CCN(C(C)C)C(C)C, predict the reaction product. The product is: [C:1]1([C:11]2[CH:27]=[CH:26][CH:25]=[CH:24][C:12]=2[CH2:13][N:14]2[CH:19]=[CH:18][CH:17]=[C:16]([C:20]([NH:28][C@@H:29]([CH2:37][CH2:38][CH2:39][NH:40][C:41]([NH:43][S:44]([C:47]3[C:48]([CH3:61])=[C:49]4[C:54](=[C:55]([CH3:58])[C:56]=3[CH3:57])[O:53][C:52]([CH3:60])([CH3:59])[CH2:51][CH2:50]4)(=[O:45])=[O:46])=[NH:42])[C:30]([O:32][C:33]([CH3:34])([CH3:35])[CH3:36])=[O:31])=[O:21])[C:15]2=[O:23])[C:10]2[C:5](=[CH:6][CH:7]=[CH:8][CH:9]=2)[CH:4]=[CH:3][CH:2]=1. (3) Given the reactants C1(C)C=CC(S(O)(=O)=O)=CC=1.[F:12][C:13]1[CH:28]=[CH:27][C:16]([C:17]([NH:19][C:20]2[CH:25]=[CH:24][CH:23]=[CH:22][C:21]=2[OH:26])=O)=[CH:15][CH:14]=1, predict the reaction product. The product is: [F:12][C:13]1[CH:28]=[CH:27][C:16]([C:17]2[O:26][C:21]3[CH:22]=[CH:23][CH:24]=[CH:25][C:20]=3[N:19]=2)=[CH:15][CH:14]=1. (4) Given the reactants [Br:1][C:2]1[CH:11]=[CH:10][C:5]([C:6]([O:8]C)=[O:7])=[C:4]([CH3:12])[C:3]=1[O:13][CH3:14].Cl, predict the reaction product. The product is: [Br:1][C:2]1[CH:11]=[CH:10][C:5]([C:6]([OH:8])=[O:7])=[C:4]([CH3:12])[C:3]=1[O:13][CH3:14]. (5) The product is: [F:1][C:2]1[C:11]2=[CH:12][C:13]([F:15])=[CH:14][C:9]3=[C:10]2[C:4](=[N:5][NH:6][C:7]2[C:8]3=[CH:16][N:17]([CH3:26])[CH2:18][C:19]=2[C:20]2[CH2:21][CH2:22][N:23]([S:35]([CH3:34])(=[O:37])=[O:36])[CH2:24][CH:25]=2)[CH:3]=1. Given the reactants [F:1][C:2]1[C:11]2=[CH:12][C:13]([F:15])=[CH:14][C:9]3=[C:10]2[C:4](=[N:5][NH:6][C:7]2[C:8]3=[CH:16][N:17]([CH3:26])[CH2:18][C:19]=2[C:20]2[CH2:21][CH2:22][NH:23][CH2:24][CH:25]=2)[CH:3]=1.C(N(CC)CC)C.[CH3:34][S:35](Cl)(=[O:37])=[O:36], predict the reaction product.